The task is: Predict which catalyst facilitates the given reaction.. This data is from Catalyst prediction with 721,799 reactions and 888 catalyst types from USPTO. (1) Reactant: [F:1][C:2]1[CH:7]=[CH:6][C:5]([N:8]2[C:13]([CH3:14])=[CH:12][CH:11]=[C:10]([C:15]([OH:17])=O)[C:9]2=[O:18])=[CH:4][CH:3]=1.[NH2:19][C:20]1[CH:42]=[CH:41][C:23]([O:24][C:25]2[CH:26]=[CH:27][C:28]3[N:29]([C:31]([CH3:40])=[C:32]([NH:34][C:35]([CH:37]4[CH2:39][CH2:38]4)=[O:36])[N:33]=3)[CH:30]=2)=[C:22]([F:43])[CH:21]=1.C(N(CC)C(C)C)(C)C.CN(C(ON1N=NC2C=CC=NC1=2)=[N+](C)C)C.F[P-](F)(F)(F)(F)F.C(=O)([O-])O.[Na+]. Product: [CH:37]1([C:35]([NH:34][C:32]2[N:33]=[C:28]3[CH:27]=[CH:26][C:25]([O:24][C:23]4[CH:41]=[CH:42][C:20]([NH:19][C:15]([C:10]5[C:9](=[O:18])[N:8]([C:5]6[CH:4]=[CH:3][C:2]([F:1])=[CH:7][CH:6]=6)[C:13]([CH3:14])=[CH:12][CH:11]=5)=[O:17])=[CH:21][C:22]=4[F:43])=[CH:30][N:29]3[C:31]=2[CH3:40])=[O:36])[CH2:38][CH2:39]1. The catalyst class is: 42. (2) Reactant: [CH3:1][N:2]1[CH2:24][CH2:23][C:5]2[N:6]([C:14]#[C:15][C:16]3[CH:21]=[CH:20][CH:19]=[C:18]([CH3:22])[N:17]=3)[C:7]3[CH:8]=[CH:9][C:10]([CH3:13])=[CH:11][C:12]=3[C:4]=2[CH2:3]1. Product: [CH3:1][N:2]1[CH2:24][CH2:23][C:5]2[N:6]([CH2:14][CH2:15][C:16]3[CH:21]=[CH:20][CH:19]=[C:18]([CH3:22])[N:17]=3)[C:7]3[CH:8]=[CH:9][C:10]([CH3:13])=[CH:11][C:12]=3[C:4]=2[CH2:3]1. The catalyst class is: 19. (3) Reactant: [H-].[Al+3].[Li+].[H-].[H-].[H-].[NH2:7][C:8]1[C:13]([C:14](O)=[O:15])=[CH:12][CH:11]=[CH:10][N:9]=1.O.[Na]. Product: [NH2:7][C:8]1[C:13]([CH2:14][OH:15])=[CH:12][CH:11]=[CH:10][N:9]=1. The catalyst class is: 1. (4) Product: [Br:1][C:2]1[CH:11]=[N:10][CH:9]=[C:8]2[C:3]=1[CH:4]=[C:5]([C:12]([NH:22][CH2:21][CH2:20][S:17]([CH3:16])(=[O:19])=[O:18])=[O:14])[CH:6]=[N:7]2. The catalyst class is: 120. Reactant: [Br:1][C:2]1[CH:11]=[N:10][CH:9]=[C:8]2[C:3]=1[CH:4]=[C:5]([C:12]([OH:14])=O)[CH:6]=[N:7]2.Cl.[CH3:16][S:17]([CH2:20][CH2:21][NH2:22])(=[O:19])=[O:18].C(N(CC)CC)C. (5) Reactant: [F:1][C:2]1[CH:3]=[C:4]([NH:31][C:32]2[CH:37]=[CH:36][C:35]([I:38])=[CH:34][C:33]=2[F:39])[C:5]([N+:28]([O-])=O)=[C:6]([CH:27]=1)[O:7][C:8]1[CH:9]=[C:10]([CH:24]=[CH:25][CH:26]=1)[CH2:11][NH:12][S:13]([NH:16][C:17](=[O:23])[O:18][C:19]([CH3:22])([CH3:21])[CH3:20])(=[O:15])=[O:14].S(S([O-])=O)([O-])=O.[Na+].[Na+]. Product: [NH2:28][C:5]1[C:4]([NH:31][C:32]2[CH:37]=[CH:36][C:35]([I:38])=[CH:34][C:33]=2[F:39])=[CH:3][C:2]([F:1])=[CH:27][C:6]=1[O:7][C:8]1[CH:9]=[C:10]([CH:24]=[CH:25][CH:26]=1)[CH2:11][NH:12][S:13]([NH:16][C:17](=[O:23])[O:18][C:19]([CH3:22])([CH3:21])[CH3:20])(=[O:15])=[O:14]. The catalyst class is: 20. (6) Reactant: [F:1][C:2]1[CH:7]=[CH:6][CH:5]=[CH:4][C:3]=1[C:8]1[N:12]2[N:13]=[C:14]([SH:17])[CH:15]=[CH:16][C:11]2=[N:10][N:9]=1.C(=O)([O-])[O-].[Cs+].[Cs+].Br[CH:25]([CH2:31][CH3:32])[C:26]([O:28][CH2:29][CH3:30])=[O:27]. Product: [F:1][C:2]1[CH:7]=[CH:6][CH:5]=[CH:4][C:3]=1[C:8]1[N:12]2[N:13]=[C:14]([S:17][CH:25]([CH2:31][CH3:32])[C:26]([O:28][CH2:29][CH3:30])=[O:27])[CH:15]=[CH:16][C:11]2=[N:10][N:9]=1. The catalyst class is: 3. (7) Reactant: [C:1]([CH:3]1[CH2:8][CH2:7][N:6]([C:9](=[O:46])[C@H:10]([NH:14][C:15]([C:17]2[C:25]3[C:20](=[N:21][CH:22]=[C:23]([C:26]4[C:34]5[C:29](=[CH:30][C:31]([Cl:36])=[C:32]([Cl:35])[CH:33]=5)[N:28]([CH3:37])[N:27]=4)[N:24]=3)[N:19](COCC[Si](C)(C)C)[CH:18]=2)=[O:16])[CH:11]2[CH2:13][CH2:12]2)[CH2:5][CH2:4]1)#[N:2].C(O)(C(F)(F)F)=O.C(N)CN. Product: [C:1]([CH:3]1[CH2:8][CH2:7][N:6]([C:9](=[O:46])[C@H:10]([NH:14][C:15]([C:17]2[C:25]3[C:20](=[N:21][CH:22]=[C:23]([C:26]4[C:34]5[C:29](=[CH:30][C:31]([Cl:36])=[C:32]([Cl:35])[CH:33]=5)[N:28]([CH3:37])[N:27]=4)[N:24]=3)[NH:19][CH:18]=2)=[O:16])[CH:11]2[CH2:12][CH2:13]2)[CH2:5][CH2:4]1)#[N:2]. The catalyst class is: 2.